The task is: Regression. Given a peptide amino acid sequence and an MHC pseudo amino acid sequence, predict their binding affinity value. This is MHC class I binding data.. This data is from Peptide-MHC class I binding affinity with 185,985 pairs from IEDB/IMGT. (1) The peptide sequence is DYDDVVHEV. The MHC is HLA-B51:01 with pseudo-sequence HLA-B51:01. The binding affinity (normalized) is 0.0847. (2) The peptide sequence is CYMHVSDYY. The MHC is HLA-B15:01 with pseudo-sequence HLA-B15:01. The binding affinity (normalized) is 0.0847. (3) The peptide sequence is EMVMCGGSLY. The MHC is HLA-A01:01 with pseudo-sequence HLA-A01:01. The binding affinity (normalized) is 0.432. (4) The peptide sequence is EVWGMRWPI. The MHC is HLA-A02:01 with pseudo-sequence HLA-A02:01. The binding affinity (normalized) is 0.0847.